From a dataset of Forward reaction prediction with 1.9M reactions from USPTO patents (1976-2016). Predict the product of the given reaction. (1) Given the reactants [CH2:1]([NH2:4])[CH2:2][NH2:3].[Cl:5][C:6]1[CH:7]=[CH:8][C:9]([CH2:12][O:13][C:14]2[CH:19]=[CH:18][N:17]([C:20]3[CH:21]=[N:22][C:23](F)=[CH:24][CH:25]=3)[C:16](=[O:27])[CH:15]=2)=[N:10][CH:11]=1.C([O-])([O-])=O.[K+].[K+], predict the reaction product. The product is: [Cl:5][C:6]1[CH:7]=[CH:8][C:9]([CH2:12][O:13][C:14]2[CH:19]=[CH:18][N:17]([C:20]3[CH:21]=[N:22][C:23]([NH:3][CH2:2][CH2:1][NH2:4])=[CH:24][CH:25]=3)[C:16](=[O:27])[CH:15]=2)=[N:10][CH:11]=1. (2) Given the reactants [NH2:1][CH:2]([CH2:5][OH:6])[CH2:3][OH:4].[N+]([C:10]1[CH:17]=[CH:16][CH:15]=[C:12]([C:13]#[N:14])[C:11]=1[C:18]#[N:19])([O-])=O.C([O-])([O-])=O.[K+].[K+].C1C=CC=CC=1, predict the reaction product. The product is: [C:18](#[N:19])[C:11]1[C:12](=[CH:15][CH:16]=[CH:17][CH:10]=1)[C:13]#[N:14].[C:18](#[N:19])[C:11]1[C:12](=[CH:15][CH:16]=[CH:17][CH:10]=1)[C:13]#[N:14].[NH2:1][CH:2]([CH2:5][OH:6])[CH2:3][OH:4]. (3) Given the reactants [CH3:1][C:2]1[CH:10]=[CH:9][C:8]([C:11]2[C:19]3[S:18][C:17]([CH2:20][C:21]4[CH:26]=[CH:25][CH:24]=[C:23]([C:27]([F:30])([F:29])[F:28])[CH:22]=4)=[CH:16][C:15]=3[CH:14]=[CH:13][CH:12]=2)=[CH:7][C:3]=1[C:4](O)=[O:5].CCN=C=NCCCN(C)C.C1C=CC2N(O)N=NC=2C=1.Cl.[NH2:53][CH2:54][C:55]([NH2:57])=[O:56].C(N(CC)C(C)C)(C)C, predict the reaction product. The product is: [NH2:57][C:55](=[O:56])[CH2:54][NH:53][C:4](=[O:5])[C:3]1[CH:7]=[C:8]([C:11]2[C:19]3[S:18][C:17]([CH2:20][C:21]4[CH:26]=[CH:25][CH:24]=[C:23]([C:27]([F:29])([F:28])[F:30])[CH:22]=4)=[CH:16][C:15]=3[CH:14]=[CH:13][CH:12]=2)[CH:9]=[CH:10][C:2]=1[CH3:1]. (4) The product is: [F:14][C:11]1[CH:10]=[CH:9][C:8]([C:6]2[O:7][N:18]=[CH:17][C:5]=2[C:3]([O:2][CH3:1])=[O:4])=[CH:13][CH:12]=1. Given the reactants [CH3:1][O:2][C:3]([CH2:5][C:6]([C:8]1[CH:13]=[CH:12][C:11]([F:14])=[CH:10][CH:9]=1)=[O:7])=[O:4].CO[CH:17](OC)[N:18](C)C, predict the reaction product. (5) Given the reactants [CH3:1][C:2]1([CH3:9])[O:6][CH:5]([CH2:7][OH:8])[CH2:4][O:3]1.C(Cl)Cl.[C:13]1([CH3:23])[CH:18]=[CH:17][C:16]([S:19](Cl)(=[O:21])=[O:20])=[CH:15][CH:14]=1, predict the reaction product. The product is: [CH3:1][C:2]1([CH3:9])[O:6][CH:5]([CH2:7][O:8][S:19]([C:16]2[CH:17]=[CH:18][C:13]([CH3:23])=[CH:14][CH:15]=2)(=[O:21])=[O:20])[CH2:4][O:3]1.